From a dataset of Full USPTO retrosynthesis dataset with 1.9M reactions from patents (1976-2016). Predict the reactants needed to synthesize the given product. Given the product [NH2:17][C:14]1[CH:15]=[C:16]2[C:11]([CH2:10][CH:9]([OH:18])[CH:8]2[NH:7][C:6]([C:46]2[CH:47]=[CH:48][C:43]([C:40]3[CH:41]=[CH:42][CH:37]=[CH:38][CH:39]=3)=[CH:44][CH:45]=2)=[O:19])=[CH:12][CH:13]=1, predict the reactants needed to synthesize it. The reactants are: C(O[C:6](=[O:19])[NH:7][CH:8]1[C:16]2[C:11](=[CH:12][CH:13]=[C:14]([NH2:17])[CH:15]=2)[CH2:10][CH:9]1[OH:18])(C)(C)C.C(O)(C(F)(F)F)=O.O=C1CCC(=O)N1OC([C:37]1[CH:42]=[CH:41][C:40]([C:43]2[CH:48]=[CH:47][CH:46]=[CH:45][CH:44]=2)=[CH:39][CH:38]=1)=O.